From a dataset of Full USPTO retrosynthesis dataset with 1.9M reactions from patents (1976-2016). Predict the reactants needed to synthesize the given product. Given the product [C:31]([O:34][C:35]([N:8]1[C:6]2[C:5](=[CH:4][CH:3]=[C:2]([Br:1])[CH:7]=2)[C:10]2([CH:15]([C:16]3[CH:21]=[CH:20][CH:19]=[C:18]([Cl:22])[CH:17]=3)[CH2:14][C:13](=[O:23])[NH:12][CH:11]2[C:24]2([CH2:27][CH3:28])[CH2:25][CH2:26]2)[C:9]1=[O:29])=[O:36])([CH3:33])([CH3:32])[CH3:30], predict the reactants needed to synthesize it. The reactants are: [Br:1][C:2]1[CH:7]=[C:6]2[NH:8][C:9](=[O:29])[C:10]3([CH:15]([C:16]4[CH:21]=[CH:20][CH:19]=[C:18]([Cl:22])[CH:17]=4)[CH2:14][C:13](=[O:23])[NH:12][CH:11]3[C:24]3([CH2:27][CH3:28])[CH2:26][CH2:25]3)[C:5]2=[CH:4][CH:3]=1.[CH3:30][C:31]([O:34][C:35](O[C:35]([O:34][C:31]([CH3:33])([CH3:32])[CH3:30])=[O:36])=[O:36])([CH3:33])[CH3:32].